From a dataset of Retrosynthesis with 50K atom-mapped reactions and 10 reaction types from USPTO. Predict the reactants needed to synthesize the given product. (1) Given the product COc1ccc(-c2ccc(C(OC)C(=O)NCc3ccc(C#N)cc3)c(F)c2)cc1, predict the reactants needed to synthesize it. The reactants are: COC(C(=O)NCc1ccc(C#N)cc1)c1ccc(Br)cc1F.COc1ccc(B(O)O)cc1. (2) Given the product CCOC(CNc1ccc(C(C)C)cc1)OCC, predict the reactants needed to synthesize it. The reactants are: CC(C)c1ccc(N)cc1.CCOC(CBr)OCC. (3) Given the product COC(=O)c1ccc(OCC2CO2)cc1O, predict the reactants needed to synthesize it. The reactants are: COC(=O)c1ccc(O)cc1O.ClCC1CO1. (4) Given the product CNC(=O)c1c(-c2ccc(F)cc2)oc2cc(N(C)S(C)(=O)=O)c(-c3cccc(-c4cc5c(F)cccc5s4)c3)cc12, predict the reactants needed to synthesize it. The reactants are: CNC(=O)c1c(-c2ccc(F)cc2)oc2cc(N(C)S(C)(=O)=O)c(-c3cccc(B4OC(C)(C)C(C)(C)O4)c3)cc12.Fc1cccc2sc(I)cc12. (5) Given the product CC[C@H]1CC[C@H](Oc2ccc(C3=CCNCC3)cc2)CC1, predict the reactants needed to synthesize it. The reactants are: CC[C@H]1CC[C@H](Oc2ccc(C3=CCN(C(=O)OC(C)(C)C)CC3)cc2)CC1. (6) Given the product O=c1ccc2ccc(CBr)cc2o1, predict the reactants needed to synthesize it. The reactants are: Cc1ccc2ccc(=O)oc2c1.O=C1CCC(=O)N1Br. (7) Given the product CCCCC(CC)COC(=O)c1cccnc1, predict the reactants needed to synthesize it. The reactants are: CCCCC(CC)CO.O=C(O)c1cccnc1. (8) Given the product CCOC(=O)C#CC(O)c1ccc(NC(C)=O)cc1[N+](=O)[O-], predict the reactants needed to synthesize it. The reactants are: C#CC(=O)OCC.CC(=O)Nc1ccc(C=O)c([N+](=O)[O-])c1.